Dataset: CYP2C9 inhibition data for predicting drug metabolism from PubChem BioAssay. Task: Regression/Classification. Given a drug SMILES string, predict its absorption, distribution, metabolism, or excretion properties. Task type varies by dataset: regression for continuous measurements (e.g., permeability, clearance, half-life) or binary classification for categorical outcomes (e.g., BBB penetration, CYP inhibition). Dataset: cyp2c9_veith. The compound is N#Cc1cccc(NC(=O)N2CC3(CCN(C(=O)c4ccco4)CC3)C2)c1. The result is 0 (non-inhibitor).